Dataset: Peptide-MHC class II binding affinity with 134,281 pairs from IEDB. Task: Regression. Given a peptide amino acid sequence and an MHC pseudo amino acid sequence, predict their binding affinity value. This is MHC class II binding data. (1) The MHC is HLA-DPA10201-DPB11401 with pseudo-sequence HLA-DPA10201-DPB11401. The peptide sequence is AFKVAATAANACPAN. The binding affinity (normalized) is 0.623. (2) The peptide sequence is QEYHRLIHSLAKTNN. The MHC is DRB1_0901 with pseudo-sequence DRB1_0901. The binding affinity (normalized) is 0.780. (3) The peptide sequence is AFMLAWNYGVPRVMS. The binding affinity (normalized) is 0.363. The MHC is HLA-DPA10103-DPB10301 with pseudo-sequence HLA-DPA10103-DPB10301. (4) The peptide sequence is RQIRMAKLLGRDPEQS. The MHC is DRB1_1501 with pseudo-sequence DRB1_1501. The binding affinity (normalized) is 0.234. (5) The peptide sequence is RIEEVTRMAMTDTTP. The MHC is DRB4_0103 with pseudo-sequence DRB4_0103. The binding affinity (normalized) is 0.611.